Dataset: Catalyst prediction with 721,799 reactions and 888 catalyst types from USPTO. Task: Predict which catalyst facilitates the given reaction. (1) Reactant: [C:1]12([C:11]3[CH:21]=[CH:20][C:14]([O:15][CH2:16][C:17](O)=[O:18])=[CH:13][CH:12]=3)[CH2:10][CH:5]3[CH2:6][CH:7]([CH2:9][CH:3]([CH2:4]3)[CH2:2]1)[CH2:8]2.Cl.[CH3:23][S:24]([C:27]1[CH:28]=[C:29]([NH2:33])[CH:30]=[CH:31][CH:32]=1)(=[O:26])=[O:25].CCN(C(C)C)C(C)C.C(Cl)CCl.C1C=CC2N(O)N=NC=2C=1. Product: [C:1]12([C:11]3[CH:12]=[CH:13][C:14]([O:15][CH2:16][C:17]([NH:33][C:29]4[CH:30]=[CH:31][CH:32]=[C:27]([S:24]([CH3:23])(=[O:26])=[O:25])[CH:28]=4)=[O:18])=[CH:20][CH:21]=3)[CH2:8][CH:7]3[CH2:9][CH:3]([CH2:4][CH:5]([CH2:6]3)[CH2:10]1)[CH2:2]2. The catalyst class is: 18. (2) Reactant: C([O:4][CH:5]([C:7]1[N+:8]([O-:19])=[CH:9][C:10]2[C:15]([C:16]=1[Br:17])=[CH:14][C:13]([F:18])=[CH:12][CH:11]=2)[CH3:6])(=O)C.C(=O)([O-])[O-].[K+].[K+]. Product: [Br:17][C:16]1[C:15]2[C:10](=[CH:11][CH:12]=[C:13]([F:18])[CH:14]=2)[CH:9]=[N+:8]([O-:19])[C:7]=1[CH:5]([OH:4])[CH3:6]. The catalyst class is: 24. (3) Reactant: Cl.[NH:2]1[CH:6]=[C:5]([CH2:7][C:8]([O:10][CH3:11])=[O:9])[N:4]=[CH:3]1.C(=O)(O)[O-].[Na+]. The catalyst class is: 5. Product: [NH:2]1[CH:6]=[C:5]([CH2:7][C:8]([O:10][CH3:11])=[O:9])[N:4]=[CH:3]1. (4) Reactant: [CH:1]1[C:10]2[C:11]3[CH2:17][CH2:16][CH2:15][CH2:14][CH2:13][C:12]=3[N:8]3[C:9]=2[C:4]([CH2:5][CH2:6][CH2:7]3)=[CH:3][C:2]=1[NH2:18].[C:19](Cl)(=[O:24])[CH2:20][CH:21]([CH3:23])[CH3:22]. Product: [CH:1]1[C:10]2[C:11]3[CH2:17][CH2:16][CH2:15][CH2:14][CH2:13][C:12]=3[N:8]3[C:9]=2[C:4]([CH2:5][CH2:6][CH2:7]3)=[CH:3][C:2]=1[NH:18][C:19](=[O:24])[CH2:20][CH:21]([CH3:23])[CH3:22]. The catalyst class is: 68.